Dataset: Peptide-MHC class I binding affinity with 185,985 pairs from IEDB/IMGT. Task: Regression. Given a peptide amino acid sequence and an MHC pseudo amino acid sequence, predict their binding affinity value. This is MHC class I binding data. (1) The peptide sequence is IRNPPMVVF. The MHC is HLA-A03:01 with pseudo-sequence HLA-A03:01. The binding affinity (normalized) is 0.0847. (2) The peptide sequence is YKSRCYVGL. The MHC is HLA-A02:11 with pseudo-sequence HLA-A02:11. The binding affinity (normalized) is 0.0847. (3) The peptide sequence is RVATENIAV. The MHC is HLA-B15:09 with pseudo-sequence HLA-B15:09. The binding affinity (normalized) is 0.0847. (4) The peptide sequence is SEMGANFRA. The MHC is HLA-B45:06 with pseudo-sequence HLA-B45:06. The binding affinity (normalized) is 0.213. (5) The peptide sequence is FAFKDCRL. The MHC is H-2-Db with pseudo-sequence H-2-Db. The binding affinity (normalized) is 0.122.